Predict the reactants needed to synthesize the given product. From a dataset of Full USPTO retrosynthesis dataset with 1.9M reactions from patents (1976-2016). Given the product [CH3:15][C@H:10]1[O:11][C@@H:12]([CH3:14])[CH2:13][N:8]([C:5]2[C:4]([CH:16]=[O:17])=[CH:3][C:2]([C:23]3[C:28]([O:29][CH3:30])=[N:27][CH:26]=[CH:25][N:24]=3)=[CH:7][N:6]=2)[CH2:9]1, predict the reactants needed to synthesize it. The reactants are: Br[C:2]1[CH:3]=[C:4]([CH:16]=[O:17])[C:5]([N:8]2[CH2:13][C@@H:12]([CH3:14])[O:11][C@@H:10]([CH3:15])[CH2:9]2)=[N:6][CH:7]=1.C([Sn](CCCC)(CCCC)[C:23]1[C:28]([O:29][CH3:30])=[N:27][CH:26]=[CH:25][N:24]=1)CCC.